This data is from Forward reaction prediction with 1.9M reactions from USPTO patents (1976-2016). The task is: Predict the product of the given reaction. (1) The product is: [F:1][C:2]1[CH:3]=[CH:4][C:5]([CH2:8][C:9]2[CH:18]=[C:17]3[C:12]([C:13]([OH:26])=[C:14]([C:21]([NH:27][CH2:28][CH2:29][NH:30][C:31]([NH:33][CH3:34])=[S:32])=[O:23])[C:15](=[O:20])[N:16]3[CH3:19])=[N:11][CH:10]=2)=[CH:6][CH:7]=1. Given the reactants [F:1][C:2]1[CH:7]=[CH:6][C:5]([CH2:8][C:9]2[CH:18]=[C:17]3[C:12]([C:13]([OH:26])=[C:14]([C:21]([O:23]CC)=O)[C:15](=[O:20])[N:16]3[CH3:19])=[N:11][CH:10]=2)=[CH:4][CH:3]=1.[NH2:27][CH2:28][CH2:29][NH:30][C:31]([NH:33][CH3:34])=[S:32], predict the reaction product. (2) Given the reactants [CH3:1][N:2]([CH3:16])[CH2:3][CH2:4][CH2:5][O:6][C:7]1[CH:12]=[CH:11][C:10]([N+:13]([O-])=O)=[CH:9][CH:8]=1, predict the reaction product. The product is: [CH3:16][N:2]([CH3:1])[CH2:3][CH2:4][CH2:5][O:6][C:7]1[CH:8]=[CH:9][C:10]([NH2:13])=[CH:11][CH:12]=1. (3) Given the reactants [CH3:1][O:2][S:3]([O-:6])(=[O:5])=[O:4].[NH2:7][C:8]1[CH:13]=[CH:12][C:11]([N:14]([CH3:21])[CH2:15][CH2:16][N+:17]([CH3:20])([CH3:19])[CH3:18])=[CH:10][CH:9]=1.Cl.[N:23]([O-])=O.[Na+].[CH:27]1[C:36]2[C:31](=[CH:32][CH:33]=[CH:34][CH:35]=2)[CH:30]=[CH:29][C:28]=1[OH:37].C(=O)([O-])[O-].[Na+].[Na+], predict the reaction product. The product is: [CH3:1][O:2][S:3]([O-:6])(=[O:5])=[O:4].[OH:37][C:28]1[CH:29]=[CH:30][C:31]2[C:36](=[CH:35][CH:34]=[CH:33][CH:32]=2)[C:27]=1[N:23]=[N:7][C:8]1[CH:9]=[CH:10][C:11]([N:14]([CH3:21])[CH2:15][CH2:16][N+:17]([CH3:20])([CH3:19])[CH3:18])=[CH:12][CH:13]=1. (4) Given the reactants C1C2C(OC(=O)[N:16](C)[CH2:17][C:18](=[O:45])[NH:19][C:20]3[C:29]([NH2:30])=[C:28]4[C:23]([C@@H:24]([C:34]5[CH:39]=[C:38]([O:40][CH3:41])[C:37]([O:42][CH3:43])=[C:36]([Br:44])[CH:35]=5)[C:25]([C:32]#[N:33])=[C:26]([NH2:31])[O:27]4)=[CH:22][CH:21]=3)C3C(=CC=CC=3)C=2C=CC=1.C(Cl)Cl.[OH-].[Na+], predict the reaction product. The product is: [NH2:16][CH2:17][C:18]([NH:19][C:20]1[C:29]([NH2:30])=[C:28]2[C:23]([C@@H:24]([C:34]3[CH:39]=[C:38]([O:40][CH3:41])[C:37]([O:42][CH3:43])=[C:36]([Br:44])[CH:35]=3)[C:25]([C:32]#[N:33])=[C:26]([NH2:31])[O:27]2)=[CH:22][CH:21]=1)=[O:45]. (5) Given the reactants Br[C:2]1[CH:9]=[C:8]([C:10]2[C:22]3[C:21]4[CH:20]=[C:19]([O:23][CH3:24])[C:18]([O:25][CH3:26])=[CH:17][C:16]=4[N:15]=[CH:14][C:13]=3[NH:12][N:11]=2)[CH:7]=[CH:6][C:3]=1[C:4]#[N:5].P([O-])([O-])([O-])=O.[K+].[K+].[K+].[OH-].[K+].[CH:37](B1OC(C)(C)C(C)(C)O1)=[CH2:38], predict the reaction product. The product is: [CH3:26][O:25][C:18]1[C:19]([O:23][CH3:24])=[CH:20][C:21]2[C:22]3[C:10]([C:8]4[CH:7]=[CH:6][C:3]([C:4]#[N:5])=[C:2]([CH:37]=[CH2:38])[CH:9]=4)=[N:11][NH:12][C:13]=3[CH:14]=[N:15][C:16]=2[CH:17]=1. (6) Given the reactants [CH2:1]([O:8][C:9]([NH:11][C@H:12]1[CH2:17][CH2:16][C@H:15]([C:18]([O:20]C)=[O:19])[CH2:14][CH2:13]1)=[O:10])[C:2]1[CH:7]=[CH:6][CH:5]=[CH:4][CH:3]=1.[OH-].[Na+].Cl, predict the reaction product. The product is: [CH2:1]([O:8][C:9]([NH:11][C@H:12]1[CH2:17][CH2:16][C@H:15]([C:18]([OH:20])=[O:19])[CH2:14][CH2:13]1)=[O:10])[C:2]1[CH:3]=[CH:4][CH:5]=[CH:6][CH:7]=1. (7) Given the reactants S(Cl)(Cl)=O.[O:5]1[CH2:10][CH2:9][N:8]([C:11]2[CH:19]=[CH:18][C:14]([C:15]([OH:17])=[O:16])=[CH:13][CH:12]=2)[CH2:7][CH2:6]1.[CH3:20]O, predict the reaction product. The product is: [N:8]1([C:11]2[CH:12]=[CH:13][C:14]([C:15]([O:17][CH3:20])=[O:16])=[CH:18][CH:19]=2)[CH2:7][CH2:6][O:5][CH2:10][CH2:9]1.